From a dataset of Full USPTO retrosynthesis dataset with 1.9M reactions from patents (1976-2016). Predict the reactants needed to synthesize the given product. (1) Given the product [O:18]1[CH2:23][CH2:22][CH:21]([CH2:24][CH2:25][NH:26][CH2:1][C:3]2[CH:17]=[CH:16][C:6]([O:7][C:8]3[S:12][C:11]([C:13]([NH2:15])=[O:14])=[CH:10][CH:9]=3)=[CH:5][CH:4]=2)[CH2:20][CH2:19]1, predict the reactants needed to synthesize it. The reactants are: [CH:1]([C:3]1[CH:17]=[CH:16][C:6]([O:7][C:8]2[S:12][C:11]([C:13]([NH2:15])=[O:14])=[CH:10][CH:9]=2)=[CH:5][CH:4]=1)=O.[O:18]1[CH2:23][CH2:22][CH:21]([CH2:24][CH2:25][NH2:26])[CH2:20][CH2:19]1.[BH4-].[Na+]. (2) The reactants are: N#N.[CH3:3][O:4][C:5]1[CH:6]=[C:7]([C:15]2[C:16]([C:21]([OH:23])=O)=[CH:17][CH:18]=[CH:19][CH:20]=2)[CH:8]=[C:9]([O:13][CH3:14])[C:10]=1[O:11][CH3:12].C(Cl)(=O)C([Cl:27])=O. Given the product [CH3:3][O:4][C:5]1[CH:6]=[C:7]([C:15]2[C:16]([C:21]([Cl:27])=[O:23])=[CH:17][CH:18]=[CH:19][CH:20]=2)[CH:8]=[C:9]([O:13][CH3:14])[C:10]=1[O:11][CH3:12], predict the reactants needed to synthesize it.